This data is from NCI-60 drug combinations with 297,098 pairs across 59 cell lines. The task is: Regression. Given two drug SMILES strings and cell line genomic features, predict the synergy score measuring deviation from expected non-interaction effect. Drug 1: C1=CN(C(=O)N=C1N)C2C(C(C(O2)CO)O)O.Cl. Synergy scores: CSS=38.1, Synergy_ZIP=-5.63, Synergy_Bliss=-7.90, Synergy_Loewe=-1.83, Synergy_HSA=-1.06. Cell line: HCC-2998. Drug 2: C1C(C(OC1N2C=NC(=NC2=O)N)CO)O.